Task: Regression. Given a peptide amino acid sequence and an MHC pseudo amino acid sequence, predict their binding affinity value. This is MHC class II binding data.. Dataset: Peptide-MHC class II binding affinity with 134,281 pairs from IEDB (1) The MHC is HLA-DPA10201-DPB10501 with pseudo-sequence HLA-DPA10201-DPB10501. The binding affinity (normalized) is 0.487. The peptide sequence is VDKIDAAFKIAATAA. (2) The peptide sequence is LGALTGTYVYNHLTPLRDWA. The MHC is DRB1_0401 with pseudo-sequence DRB1_0401. The binding affinity (normalized) is 0.492. (3) The peptide sequence is EKKYFAATQFEPLPA. The MHC is HLA-DPA10201-DPB10501 with pseudo-sequence HLA-DPA10201-DPB10501. The binding affinity (normalized) is 0.851. (4) The peptide sequence is DANNYEQQEQASQQI. The MHC is DRB3_0101 with pseudo-sequence DRB3_0101. The binding affinity (normalized) is 0.194. (5) The peptide sequence is EKGLGKFVKTDKKVL. The MHC is DRB1_0101 with pseudo-sequence DRB1_0101. The binding affinity (normalized) is 0.248. (6) The peptide sequence is WENVPFCSHHFHELQ. The MHC is HLA-DQA10102-DQB10501 with pseudo-sequence HLA-DQA10102-DQB10501. The binding affinity (normalized) is 0.323.